This data is from Forward reaction prediction with 1.9M reactions from USPTO patents (1976-2016). The task is: Predict the product of the given reaction. (1) Given the reactants [Br:1][C:2]1[C:10]2[O:9][CH:8]([CH2:11][OH:12])[CH2:7][C:6]=2[CH:5]=[C:4]([CH:13]([CH3:15])[CH3:14])[CH:3]=1.[C:16]1([CH3:26])[CH:21]=[CH:20][C:19]([S:22](Cl)(=[O:24])=[O:23])=[CH:18][CH:17]=1.CC1C=CC(S(OCC2CC3C(C(F)(F)F)=CC=C(Cl)C=3O2)(=O)=O)=CC=1, predict the reaction product. The product is: [CH3:26][C:16]1[CH:21]=[CH:20][C:19]([S:22]([O:12][CH2:11][CH:8]2[CH2:7][C:6]3[CH:5]=[C:4]([CH:13]([CH3:15])[CH3:14])[CH:3]=[C:2]([Br:1])[C:10]=3[O:9]2)(=[O:24])=[O:23])=[CH:18][CH:17]=1. (2) Given the reactants [Cl:1][C:2]1[CH:9]=[CH:8][CH:7]=[C:6]([CH3:10])[C:3]=1[C:4]#N.[H-].C([Al+]CC(C)C)C(C)C.CC(C[AlH]CC(C)C)C.Cl.[OH2:31], predict the reaction product. The product is: [Cl:1][C:2]1[CH:9]=[CH:8][CH:7]=[C:6]([CH3:10])[C:3]=1[CH:4]=[O:31].